From a dataset of Forward reaction prediction with 1.9M reactions from USPTO patents (1976-2016). Predict the product of the given reaction. (1) Given the reactants C(O)(=O)C(O)=O.[CH2:7]([NH:11][NH2:12])[CH2:8][CH2:9][CH3:10].[Cl:13][C:14]1[CH:19]=[CH:18][C:17]([C:20](=O)[CH2:21][N:22]2C(=O)CS[C:23]2=[O:28])=[CH:16][CH:15]=1.C(N(CC)CC)C.O, predict the reaction product. The product is: [CH2:7]([N:11]1[C:23](=[O:28])[NH:22][CH2:21][C:20]([C:17]2[CH:16]=[CH:15][C:14]([Cl:13])=[CH:19][CH:18]=2)=[N:12]1)[CH2:8][CH2:9][CH3:10]. (2) Given the reactants [C:1]([O:5][C@@H:6]([C:10]1[C:32]([CH3:33])=[CH:31][C:13]2[N:14]=[C:15]([N:17]3[CH2:22][CH2:21][O:20][C:19]([C:24]4[CH:29]=[CH:28][C:27](Cl)=[CH:26][CH:25]=4)(C)[CH2:18]3)[S:16][C:12]=2[C:11]=1[C:34]1[CH:39]=[CH:38][C:37]([Cl:40])=[CH:36][CH:35]=1)[C:7]([OH:9])=[O:8])([CH3:4])([CH3:3])[CH3:2].CC1C=CC(C2(C)OCCNC2)=CC=1, predict the reaction product. The product is: [C:1]([O:5][C@@H:6]([C:10]1[C:32]([CH3:33])=[CH:31][C:13]2[N:14]=[C:15]([N:17]3[CH2:22][CH2:21][O:20][CH:19]([C:24]4[CH:29]=[CH:28][CH:27]=[CH:26][CH:25]=4)[CH2:18]3)[S:16][C:12]=2[C:11]=1[C:34]1[CH:35]=[CH:36][C:37]([Cl:40])=[CH:38][CH:39]=1)[C:7]([OH:9])=[O:8])([CH3:4])([CH3:2])[CH3:3].